From a dataset of Forward reaction prediction with 1.9M reactions from USPTO patents (1976-2016). Predict the product of the given reaction. (1) Given the reactants [CH2:1]([N:8]1[CH2:13][CH2:12][CH:11]([CH2:14][CH2:15][C:16](=[O:23])[CH2:17][C:18]([O:20][CH2:21][CH3:22])=[O:19])[CH2:10][CH2:9]1)[C:2]1[CH:7]=[CH:6][CH:5]=[CH:4][CH:3]=1.C(N(CC)CC)C.C(NC1C=CC(S([N:44]=[N+:45]=[N-])(=O)=O)=CC=1)(=O)C, predict the reaction product. The product is: [CH2:1]([N:8]1[CH2:9][CH2:10][CH:11]([CH2:14][CH2:15][C:16](=[O:23])[C:17](=[N+:44]=[N-:45])[C:18]([O:20][CH2:21][CH3:22])=[O:19])[CH2:12][CH2:13]1)[C:2]1[CH:3]=[CH:4][CH:5]=[CH:6][CH:7]=1. (2) Given the reactants [H-].[Na+].[Cl:3][C:4]1[CH:10]=[C:9]([Cl:11])[CH:8]=[CH:7][C:5]=1[NH2:6].Cl[C:13]1[C:18]([C:19]#[N:20])=[CH:17][N:16]=[C:15]2[C:21]3[CH:27]=[C:26]([N+:28]([O-:30])=[O:29])[CH:25]=[CH:24][C:22]=3[S:23][C:14]=12, predict the reaction product. The product is: [Cl:3][C:4]1[CH:10]=[C:9]([Cl:11])[CH:8]=[CH:7][C:5]=1[NH:6][C:13]1[C:18]([C:19]#[N:20])=[CH:17][N:16]=[C:15]2[C:21]3[CH:27]=[C:26]([N+:28]([O-:30])=[O:29])[CH:25]=[CH:24][C:22]=3[S:23][C:14]=12. (3) Given the reactants [Br:1][C:2]1[CH:7]=[CH:6][CH:5]=[CH:4][C:3]=1[CH2:8][C:9]([OH:11])=[O:10].C(=O)([O-])[O-].[K+].[K+].[CH2:18](I)[CH3:19].O, predict the reaction product. The product is: [Br:1][C:2]1[CH:7]=[CH:6][CH:5]=[CH:4][C:3]=1[CH2:8][C:9]([O:11][CH2:18][CH3:19])=[O:10]. (4) Given the reactants [CH:1]1([C:7]([C:9]2[O:10][C:11]3[CH:18]=[CH:17][C:16]([F:19])=[CH:15][C:12]=3[C:13]=2[OH:14])=[O:8])[CH2:6][CH2:5][CH2:4][CH2:3][CH2:2]1.[H-].[Na+].S(OC)(O[CH3:26])(=O)=O, predict the reaction product. The product is: [CH:1]1([C:7]([C:9]2[O:10][C:11]3[CH:18]=[CH:17][C:16]([F:19])=[CH:15][C:12]=3[C:13]=2[O:14][CH3:26])=[O:8])[CH2:2][CH2:3][CH2:4][CH2:5][CH2:6]1. (5) Given the reactants Cl.[NH2:2][C:3]1[S:4][C:5]([Cl:8])=[CH:6][N:7]=1.N1C=CC=CC=1.Cl[C:16]([O:18][C:19]1[CH:24]=[CH:23][C:22]([N+:25]([O-:27])=[O:26])=[CH:21][CH:20]=1)=[O:17], predict the reaction product. The product is: [Cl:8][C:5]1[S:4][C:3]([NH:2][C:16](=[O:17])[O:18][C:19]2[CH:20]=[CH:21][C:22]([N+:25]([O-:27])=[O:26])=[CH:23][CH:24]=2)=[N:7][CH:6]=1. (6) Given the reactants Cl[C:2]1[C:3]([N+:15]([O-:17])=[O:16])=[C:4]([C:9]([N+:12]([O-:14])=[O:13])=[CH:10][CH:11]=1)[C:5]([O:7][CH3:8])=[O:6].[N:18]1([CH2:21][CH2:22][OH:23])[CH2:20][CH2:19]1.[Li+].[Br-].[Cl-:26].[Na+].O, predict the reaction product. The product is: [Cl:26][CH2:20][CH2:19][N:18]([CH2:21][CH2:22][OH:23])[C:2]1[C:3]([N+:15]([O-:17])=[O:16])=[C:4]([C:9]([N+:12]([O-:14])=[O:13])=[CH:10][CH:11]=1)[C:5]([O:7][CH3:8])=[O:6]. (7) Given the reactants [C:1]1([CH3:8])[CH:6]=[CH:5][CH:4]=[C:3]([CH3:7])[CH:2]=1.[C:9](Cl)(=[O:12])[CH:10]=[CH2:11].[Cl-].[Al+3].[Cl-].[Cl-], predict the reaction product. The product is: [CH3:8][C:1]1[CH:2]=[C:3]([CH3:7])[CH:4]=[CH:5][C:6]=1[C:9](=[O:12])[CH:10]=[CH2:11]. (8) Given the reactants [CH2:1]([O:8][C:9]([NH:11][C@@H:12]([CH2:16][CH:17]1[CH2:19][CH2:18]1)[C:13](O)=[O:14])=[O:10])[C:2]1[CH:7]=[CH:6][CH:5]=[CH:4][CH:3]=1.Cl, predict the reaction product. The product is: [CH:17]1([CH2:16][C@H:12]([NH:11][C:9](=[O:10])[O:8][CH2:1][C:2]2[CH:7]=[CH:6][CH:5]=[CH:4][CH:3]=2)[CH2:13][OH:14])[CH2:18][CH2:19]1. (9) Given the reactants Cl[C:2]1[C:3]([CH:5]=[C:6]([NH:10][C:11]2[C:20]3[C:15](=[CH:16][C:17]([O:23][CH2:24][CH2:25][O:26][CH3:27])=[C:18]([O:21][CH3:22])[CH:19]=3)[N:14]=[CH:13][CH:12]=2)[C:7](=[O:9])[CH:8]=1)=[O:4].Cl.[NH+:29]1[CH:34]=CC=C[CH:30]=1.CNC, predict the reaction product. The product is: [CH3:30][N:29]([CH3:34])[C:2]1[C:3]([CH:5]=[C:6]([NH:10][C:11]2[C:20]3[C:15](=[CH:16][C:17]([O:23][CH2:24][CH2:25][O:26][CH3:27])=[C:18]([O:21][CH3:22])[CH:19]=3)[N:14]=[CH:13][CH:12]=2)[C:7](=[O:9])[CH:8]=1)=[O:4].